From a dataset of Reaction yield outcomes from USPTO patents with 853,638 reactions. Predict the reaction yield, written as a fraction of the theoretical maximum amount of product (1.0 means a 100% yield; for example, 0.34 means a 34% yield). (1) The reactants are Br[C:2]1[CH:7]=[CH:6][C:5]([CH2:8][C:9]([OH:11])=[O:10])=[CH:4][CH:3]=1.[S:12]1[CH:16]=[CH:15][C:14](B(O)O)=[CH:13]1.C([O-])(O)=O.[Na+]. The catalyst is COCCOC.O.Cl[Pd](Cl)([P](C1C=CC=CC=1)(C1C=CC=CC=1)C1C=CC=CC=1)[P](C1C=CC=CC=1)(C1C=CC=CC=1)C1C=CC=CC=1. The product is [S:12]1[CH:16]=[CH:15][C:14]([C:2]2[CH:7]=[CH:6][C:5]([CH2:8][C:9]([OH:11])=[O:10])=[CH:4][CH:3]=2)=[CH:13]1. The yield is 0.510. (2) The reactants are [CH2:1]([O:3][C:4]1[C:5]([OH:14])=[C:6]([CH:9]=[C:10]([CH:12]=O)[CH:11]=1)[C:7]#[N:8])[CH3:2].[C:15]1([C:21](=O)[CH2:22][C:23]2[CH:27]=[CH:26][S:25][CH:24]=2)[CH:20]=[CH:19][CH:18]=[CH:17][CH:16]=1.[NH2:29][C:30]([NH2:32])=[O:31].Cl. The catalyst is C(O)C. The product is [CH2:1]([O:3][C:4]1[C:5]([OH:14])=[C:6]([CH:9]=[C:10]([CH:12]2[C:22]([C:23]3[CH:27]=[CH:26][S:25][CH:24]=3)=[C:21]([C:15]3[CH:20]=[CH:19][CH:18]=[CH:17][CH:16]=3)[NH:32][C:30](=[O:31])[NH:29]2)[CH:11]=1)[C:7]#[N:8])[CH3:2]. The yield is 0.120. (3) The reactants are [Br:1][C:2]1[CH:3]=[C:4]([CH:7]=[CH:8][C:9]=1[O:10][Si:11]([C:14]([CH3:17])([CH3:16])[CH3:15])([CH3:13])[CH3:12])[CH:5]=[O:6]. The catalyst is CO. The product is [Br:1][C:2]1[CH:3]=[C:4]([CH2:5][OH:6])[CH:7]=[CH:8][C:9]=1[O:10][Si:11]([C:14]([CH3:15])([CH3:16])[CH3:17])([CH3:13])[CH3:12]. The yield is 0.820. (4) The catalyst is O.C(OCC)(=O)C. The yield is 0.610. The product is [OH:20][CH2:21][CH2:22][N:23]1[C:28](=[O:29])[C:27]([CH2:30][C:31]2[CH:36]=[CH:35][C:34]([C:37]3[CH:42]=[CH:41][CH:40]=[CH:39][C:38]=3[C:43]3[NH:44][C:4](=[O:7])[O:5][N:3]=3)=[CH:33][CH:32]=2)=[C:26]([CH2:45][CH2:46][CH3:47])[N:25]2[N:48]=[CH:49][N:50]=[C:24]12. The reactants are [Cl-].O[NH3+:3].[C:4](=[O:7])([O-])[OH:5].[Na+].CS(C)=O.[Si]([O:20][CH2:21][CH2:22][N:23]1[C:28](=[O:29])[C:27]([CH2:30][C:31]2[CH:36]=[CH:35][C:34]([C:37]3[C:38]([C:43]#[N:44])=[CH:39][CH:40]=[CH:41][CH:42]=3)=[CH:33][CH:32]=2)=[C:26]([CH2:45][CH2:46][CH3:47])[N:25]2[N:48]=[CH:49][N:50]=[C:24]12)(C(C)(C)C)(C)C. (5) The reactants are [Cl:1][C:2]1[CH:12]=[CH:11][C:5]([O:6][CH2:7][C:8](Cl)=[CH2:9])=[CH:4][CH:3]=1.BrN1[C:18](=O)[CH2:17][CH2:16][C:15]1=O.[BrH:21].[C:22](#N)[CH3:23].[OH2:25]. The catalyst is CCOCC. The product is [Br:21][CH2:22][C:23](=[O:25])[CH2:9][C:8]1[CH:15]=[CH:16][CH:17]=[CH:18][C:7]=1[O:6][C:5]1[CH:11]=[CH:12][C:2]([Cl:1])=[CH:3][CH:4]=1. The yield is 0.540.